Predict the reaction yield, written as a fraction of the theoretical maximum amount of product (1.0 means a 100% yield; for example, 0.34 means a 34% yield). From a dataset of Reaction yield outcomes from USPTO patents with 853,638 reactions. (1) The reactants are [Cl:1][C:2]1[CH:3]=[C:4]([NH:17][C:18]2[C:23]3=[C:24]([CH2:27][S:28][C:29](=O)[CH3:30])[CH:25]=[CH:26][N:22]3[N:21]=[CH:20][N:19]=2)[CH:5]=[CH:6][C:7]=1[O:8][CH2:9][C:10]1[CH:15]=[CH:14][CH:13]=[C:12]([F:16])[CH:11]=1.N#N.C[O-].[Na+].BrCC[OH:40]. The catalyst is C1COCC1. The product is [Cl:1][C:2]1[CH:3]=[C:4]([NH:17][C:18]2[C:23]3=[C:24]([CH2:27][S:28][CH2:29][CH2:30][OH:40])[CH:25]=[CH:26][N:22]3[N:21]=[CH:20][N:19]=2)[CH:5]=[CH:6][C:7]=1[O:8][CH2:9][C:10]1[CH:15]=[CH:14][CH:13]=[C:12]([F:16])[CH:11]=1. The yield is 0.440. (2) The reactants are [C:1]([N:4]1[CH2:9][CH2:8][CH:7]([C:10](=O)[CH2:11]Br)[CH2:6][CH2:5]1)(=[O:3])[CH3:2].[NH2:14][C:15]([NH2:17])=[S:16]. The catalyst is C(O)C. The product is [NH2:17][C:15]1[S:16][CH:11]=[C:10]([CH:7]2[CH2:8][CH2:9][N:4]([C:1](=[O:3])[CH3:2])[CH2:5][CH2:6]2)[N:14]=1. The yield is 0.743.